This data is from Forward reaction prediction with 1.9M reactions from USPTO patents (1976-2016). The task is: Predict the product of the given reaction. (1) Given the reactants Cl.[O:2]=[C:3]1[N:7]([C:8]2[CH:16]=[CH:15][C:11]([C:12]([OH:14])=[O:13])=[CH:10][CH:9]=2)[CH2:6][C:5]2([CH2:21][CH2:20][NH:19][CH2:18][CH2:17]2)[O:4]1.[Cl:22][C:23]1[CH:30]=[CH:29][C:26]([CH:27]=O)=[CH:25][C:24]=1[CH2:31][CH3:32], predict the reaction product. The product is: [Cl:22][C:23]1[CH:30]=[CH:29][C:26]([CH2:27][N:19]2[CH2:18][CH2:17][C:5]3([O:4][C:3](=[O:2])[N:7]([C:8]4[CH:9]=[CH:10][C:11]([C:12]([OH:14])=[O:13])=[CH:15][CH:16]=4)[CH2:6]3)[CH2:21][CH2:20]2)=[CH:25][C:24]=1[CH2:31][CH3:32]. (2) The product is: [F:35][C:12]1[C:11]([CH2:10][N:8]([CH3:9])[C:6](=[O:7])[O:5][C:1]([CH3:4])([CH3:2])[CH3:3])=[CH:15][N:14]([S:16]([C:19]2[CH:27]=[CH:26][CH:25]=[C:21]([C:22]([NH:48][CH2:49][CH2:50][OH:51])=[O:24])[CH:20]=2)(=[O:18])=[O:17])[C:13]=1[C:28]1[C:29]([F:34])=[N:30][CH:31]=[CH:32][CH:33]=1. Given the reactants [C:1]([O:5][C:6]([N:8]([CH2:10][C:11]1[C:12]([F:35])=[C:13]([C:28]2[C:29]([F:34])=[N:30][CH:31]=[CH:32][CH:33]=2)[N:14]([S:16]([C:19]2[CH:20]=[C:21]([CH:25]=[CH:26][CH:27]=2)[C:22]([OH:24])=O)(=[O:18])=[O:17])[CH:15]=1)[CH3:9])=[O:7])([CH3:4])([CH3:3])[CH3:2].Cl.C(N=C=NCCCN(C)C)C.[NH2:48][CH2:49][CH2:50][OH:51], predict the reaction product. (3) Given the reactants C([O-])([O-])=O.[Cs+].[Cs+].[C:7]([C:9]1[CH:24]=[CH:23][C:12]([C:13]([NH:15][C:16]2[CH:21]=[CH:20][NH:19][C:18](=[O:22])[CH:17]=2)=[O:14])=[C:11](F)[CH:10]=1)#[N:8].[F:26][C:27]1[CH:32]=[CH:31][C:30]([OH:33])=[C:29]([O:34][CH3:35])[CH:28]=1, predict the reaction product. The product is: [C:7]([C:9]1[CH:24]=[CH:23][C:12]([C:13]([NH:15][C:16]2[CH:21]=[CH:20][NH:19][C:18](=[O:22])[CH:17]=2)=[O:14])=[C:11]([O:33][C:30]2[CH:31]=[CH:32][C:27]([F:26])=[CH:28][C:29]=2[O:34][CH3:35])[CH:10]=1)#[N:8]. (4) Given the reactants [CH2:1]([C:3]1[CH:4]=[C:5]([NH:15][C:16]([NH:18][CH2:19][C@@H:20]2[CH2:25][CH2:24][CH2:23][N:22]([CH2:26][C:27]([C:29]3[CH:34]=[CH:33][C:32]([F:35])=[CH:31][CH:30]=3)=O)[CH2:21]2)=[O:17])[CH:6]=[C:7]([C:9]2[N:13]([CH3:14])[N:12]=[N:11][N:10]=2)[CH:8]=1)[CH3:2].Cl.[NH2:37][OH:38], predict the reaction product. The product is: [CH2:1]([C:3]1[CH:4]=[C:5]([NH:15][C:16]([NH:18][CH2:19][C@@H:20]2[CH2:25][CH2:24][CH2:23][N:22]([CH2:26][C:27]([C:29]3[CH:34]=[CH:33][C:32]([F:35])=[CH:31][CH:30]=3)=[N:37][OH:38])[CH2:21]2)=[O:17])[CH:6]=[C:7]([C:9]2[N:13]([CH3:14])[N:12]=[N:11][N:10]=2)[CH:8]=1)[CH3:2]. (5) Given the reactants [Cl:1][C:2]1[CH:3]=[C:4]2[C:9](=[C:10](NN)[N:11]=1)[C:8](=[O:14])[NH:7][CH:6]=[CH:5]2.[OH-].[Na+].[O-]Cl.[Na+].Cl, predict the reaction product. The product is: [Cl:1][C:2]1[CH:3]=[C:4]2[C:9](=[CH:10][N:11]=1)[C:8](=[O:14])[NH:7][CH:6]=[CH:5]2. (6) Given the reactants Br[C:2]1[CH:3]=[N:4][C:5]([Cl:8])=[N:6][CH:7]=1.C([Sn](CCCC)(CCCC)[C:14]([O:16][CH2:17][CH3:18])=[CH2:15])CCC, predict the reaction product. The product is: [Cl:8][C:5]1[N:4]=[CH:3][C:2]([C:14]([O:16][CH2:17][CH3:18])=[CH2:15])=[CH:7][N:6]=1. (7) Given the reactants [Cl:1][C:2]1[CH:7]=[CH:6][C:5]([N:8]2[CH2:13][CH2:12][CH:11]([C:14](=O)[CH2:15][N:16]3[C:20]([CH3:21])=[CH:19][C:18]([C:22]([F:25])([F:24])[F:23])=[N:17]3)[CH2:10][CH2:9]2)=[CH:4][C:3]=1[O:27][CH3:28].[NH3:29].[BH4-].[Na+].[NH4+].[OH-], predict the reaction product. The product is: [Cl:1][C:2]1[CH:7]=[CH:6][C:5]([N:8]2[CH2:13][CH2:12][CH:11]([CH:14]([NH2:29])[CH2:15][N:16]3[C:20]([CH3:21])=[CH:19][C:18]([C:22]([F:25])([F:24])[F:23])=[N:17]3)[CH2:10][CH2:9]2)=[CH:4][C:3]=1[O:27][CH3:28].